Dataset: Forward reaction prediction with 1.9M reactions from USPTO patents (1976-2016). Task: Predict the product of the given reaction. (1) Given the reactants [NH2:1][C:2]1[CH:7]=[CH:6][CH:5]=[CH:4][C:3]=1[S:8]([NH2:11])(=[O:10])=[O:9].[Cl:12]N1C(=O)CCC1=O, predict the reaction product. The product is: [NH2:1][C:2]1[CH:7]=[CH:6][C:5]([Cl:12])=[CH:4][C:3]=1[S:8]([NH2:11])(=[O:9])=[O:10]. (2) Given the reactants Cl[C:2]1[C:3]2[C:4](=[CH:13][S:14][CH:15]=2)[N:5]=[C:6]([C:8]([O:10]CC)=O)[N:7]=1.[F:16][C:17]1[CH:22]=[CH:21][C:20]([Mg]Br)=[CH:19][CH:18]=1.C1C[O:28]CC1, predict the reaction product. The product is: [F:16][C:17]1[CH:22]=[CH:21][C:20]([C:8]([C:6]2[N:7]=[C:2]([OH:28])[C:3]3[C:4](=[CH:13][S:14][CH:15]=3)[N:5]=2)=[O:10])=[CH:19][CH:18]=1. (3) Given the reactants [Cl:1][C:2]1[CH:3]=[C:4]([OH:8])[CH:5]=[CH:6][CH:7]=1.[OH-:9].[K+].O.Cl[C:13](Cl)(Cl)[C:14]([CH3:17])(O)[CH3:15].[CH3:20][C:21](C)=[O:22], predict the reaction product. The product is: [Cl:1][C:2]1[CH:3]=[C:4]([CH:5]=[CH:6][CH:7]=1)[O:8][C:14]([CH3:17])([CH3:15])[C:13]([O:22][CH2:21][CH3:20])=[O:9]. (4) Given the reactants [F:1][C:2]([F:24])([F:23])[C:3]1[CH:22]=[CH:21][C:6]([CH2:7][N:8]2[C:16]3[C:11](=[CH:12][CH:13]=[CH:14][C:15]=3[C:17](OC)=[O:18])[CH:10]=[CH:9]2)=[CH:5][CH:4]=1.CN(C(ON1N=NC2C=CC=NC1=2)=[N+](C)C)C.F[P-](F)(F)(F)(F)F.[NH2:49][C:50]1([C:53]2[CH:62]=[CH:61][C:56]([C:57]([O:59][CH3:60])=[O:58])=[CH:55][CH:54]=2)[CH2:52][CH2:51]1.CCN(C(C)C)C(C)C.C([O-])(O)=O.[Na+], predict the reaction product. The product is: [F:23][C:2]([F:1])([F:24])[C:3]1[CH:22]=[CH:21][C:6]([CH2:7][N:8]2[C:16]3[C:11](=[CH:12][CH:13]=[CH:14][C:15]=3[C:17]([NH:49][C:50]3([C:53]4[CH:62]=[CH:61][C:56]([C:57]([O:59][CH3:60])=[O:58])=[CH:55][CH:54]=4)[CH2:52][CH2:51]3)=[O:18])[CH:10]=[CH:9]2)=[CH:5][CH:4]=1. (5) Given the reactants [CH3:1][O:2][C:3](=[O:22])[C:4]1[CH:9]=[C:8]([Br:10])[C:7]([O:11][C:12]2[CH:17]=[CH:16][C:15]([N+:18]([O-])=O)=[CH:14][CH:13]=2)=[C:6]([Br:21])[CH:5]=1, predict the reaction product. The product is: [CH3:1][O:2][C:3](=[O:22])[C:4]1[CH:5]=[C:6]([Br:21])[C:7]([O:11][C:12]2[CH:13]=[CH:14][C:15]([NH2:18])=[CH:16][CH:17]=2)=[C:8]([Br:10])[CH:9]=1. (6) Given the reactants [Br:1][C:2]1[C:3]([CH3:12])=[C:4]([CH:9]=[CH:10][CH:11]=1)[C:5](OC)=[O:6].[H-].[Al+3].[Li+].[H-].[H-].[H-].O.O.O.O.O.O.O.O.O.O.[O-]S([O-])(=O)=O.[Na+].[Na+], predict the reaction product. The product is: [Br:1][C:2]1[C:3]([CH3:12])=[C:4]([CH:9]=[CH:10][CH:11]=1)[CH2:5][OH:6]. (7) Given the reactants [NH:1]1[C:5]2[CH:6]=[CH:7][CH:8]=[CH:9][C:4]=2[N:3]=[C:2]1[N:10]1[CH2:15][CH2:14][CH:13]([C:16]([C:24]2[CH:29]=[CH:28][CH:27]=[CH:26][CH:25]=2)([C:18]2[CH:23]=[CH:22][CH:21]=[CH:20][CH:19]=2)O)[CH2:12][CH2:11]1, predict the reaction product. The product is: [C:16](=[C:13]1[CH2:12][CH2:11][N:10]([C:2]2[NH:1][C:5]3[CH:6]=[CH:7][CH:8]=[CH:9][C:4]=3[N:3]=2)[CH2:15][CH2:14]1)([C:18]1[CH:19]=[CH:20][CH:21]=[CH:22][CH:23]=1)[C:24]1[CH:29]=[CH:28][CH:27]=[CH:26][CH:25]=1.